The task is: Predict the reaction yield, written as a fraction of the theoretical maximum amount of product (1.0 means a 100% yield; for example, 0.34 means a 34% yield).. This data is from Reaction yield outcomes from USPTO patents with 853,638 reactions. (1) The yield is 0.564. The reactants are [OH:1][C:2]1[C@H:11]2[C@H:6]([C@H:7]3[CH2:12][C@@H:10]2[CH2:9][CH2:8]3)[N:5]([CH2:13][CH2:14][CH:15]([CH3:17])[CH3:16])[C:4](=[O:18])[C:3]=1[C:19]1[NH:24][C:23]2[CH:25]=[CH:26][C:27]([NH:29][S:30]([CH3:33])(=[O:32])=[O:31])=[CH:28][C:22]=2[S:21](=[O:35])(=[O:34])[N:20]=1.[C:36](=O)([O-])[O-].[K+].[K+].IC. The catalyst is CN(C)C=O. The product is [OH:1][C:2]1[C@H:11]2[C@H:6]([C@H:7]3[CH2:12][C@@H:10]2[CH2:9][CH2:8]3)[N:5]([CH2:13][CH2:14][CH:15]([CH3:17])[CH3:16])[C:4](=[O:18])[C:3]=1[C:19]1[NH:24][C:23]2[CH:25]=[CH:26][C:27]([N:29]([CH3:36])[S:30]([CH3:33])(=[O:32])=[O:31])=[CH:28][C:22]=2[S:21](=[O:35])(=[O:34])[N:20]=1. (2) The reactants are C(O[C:4](=[O:21])[C:5](=[CH:11][NH:12][C:13]1[CH:18]=[CH:17][CH:16]=[C:15]([CH2:19][CH3:20])[N:14]=1)[C:6]([O:8][CH2:9][CH3:10])=[O:7])C. The catalyst is C1(OC2C=CC=CC=2)C=CC=CC=1. The product is [CH2:9]([O:8][C:6]([C:5]1[C:4](=[O:21])[C:18]2[C:13](=[N:14][C:15]([CH2:19][CH3:20])=[CH:16][CH:17]=2)[NH:12][CH:11]=1)=[O:7])[CH3:10]. The yield is 0.790. (3) The reactants are [CH3:1][O:2][C:3]1[CH:4]=[C:5]([C:18]2[S:19][CH:20]=[CH:21][N:22]=2)[CH:6]=[CH:7][C:8]=1B1OC(C)(C)C(C)(C)O1.Cl[C:24]1[C:33]2[C:28](=[CH:29][C:30]([S:34]([NH:37][C:38]3[CH:43]=[CH:42][N:41]=[CH:40][N:39]=3)(=[O:36])=[O:35])=[CH:31][CH:32]=2)[CH:27]=[CH:26][N:25]=1.C(=O)([O-])[O-].[K+].[K+].Cl. The catalyst is O1CCOCC1.C1C=CC(P(C2C=CC=CC=2)[C-]2C=CC=C2)=CC=1.C1C=CC(P(C2C=CC=CC=2)[C-]2C=CC=C2)=CC=1.Cl[Pd]Cl.[Fe+2].C(Cl)Cl. The product is [CH3:1][O:2][C:3]1[CH:4]=[C:5]([C:18]2[S:19][CH:20]=[CH:21][N:22]=2)[CH:6]=[CH:7][C:8]=1[C:24]1[C:33]2[C:28](=[CH:29][C:30]([S:34]([NH:37][C:38]3[CH:43]=[CH:42][N:41]=[CH:40][N:39]=3)(=[O:35])=[O:36])=[CH:31][CH:32]=2)[CH:27]=[CH:26][N:25]=1. The yield is 0.684. (4) The reactants are C([N:8]1[CH2:13][CH2:12][C:11](=[CH:14][C:15]2[CH:22]=[CH:21][C:18]([C:19]#[N:20])=[CH:17][CH:16]=2)[CH2:10][CH2:9]1)C1C=CC=CC=1. The catalyst is CO. The product is [NH:8]1[CH2:9][CH2:10][CH:11]([CH2:14][C:15]2[CH:16]=[CH:17][C:18]([C:19]#[N:20])=[CH:21][CH:22]=2)[CH2:12][CH2:13]1. The yield is 0.300. (5) The reactants are [OH:1][CH2:2][CH2:3][CH2:4][CH2:5][CH2:6][CH2:7][CH2:8][CH2:9][CH2:10][CH2:11][CH2:12][P:13](=[O:20])([O:17][CH2:18][CH3:19])[O:14][CH2:15][CH3:16].C1OCCOCCOCCOCCOCCOC1.[H-].[Na+].[CH2:41](Br)[C:42]1[CH:47]=[CH:46][CH:45]=[CH:44][CH:43]=1. The catalyst is C(OCC)(=O)C.ClCCl.O1CCCC1. The product is [CH2:41]([O:1][CH2:2][CH2:3][CH2:4][CH2:5][CH2:6][CH2:7][CH2:8][CH2:9][CH2:10][CH2:11][CH2:12][P:13](=[O:20])([O:14][CH2:15][CH3:16])[O:17][CH2:18][CH3:19])[C:42]1[CH:47]=[CH:46][CH:45]=[CH:44][CH:43]=1. The yield is 0.420. (6) The reactants are C(OCCCC)CCC.[C:10]1([Li])[CH:15]=[CH:14][CH:13]=[CH:12][CH:11]=1.C(OCC)C.[C:22]1([C:28]2[C:33]([C:34]3[CH:39]=[CH:38][CH:37]=[CH:36][CH:35]=3)=[N:32][CH:31]=[CH:30][N:29]=2)[CH:27]=[CH:26][CH:25]=[CH:24][CH:23]=1. The catalyst is O. The product is [C:22]1([C:28]2[C:33]([C:34]3[CH:35]=[CH:36][CH:37]=[CH:38][CH:39]=3)=[N:32][C:31]([C:10]3[CH:15]=[CH:14][CH:13]=[CH:12][CH:11]=3)=[CH:30][N:29]=2)[CH:27]=[CH:26][CH:25]=[CH:24][CH:23]=1. The yield is 0.560. (7) The reactants are [O:1]=[C:2]1[C@H:6]([NH:7][C:8]([C:10]2[C:14]([CH3:15])=[C:13](/[CH:16]=[C:17]3\[C:18](=[O:27])[NH:19][C:20]4[C:25]\3=[CH:24][C:23]([F:26])=[CH:22][CH:21]=4)[NH:12][C:11]=2[CH3:28])=[O:9])[CH2:5][O:4][NH:3]1.[H-].[Na+].Br[CH2:32][C:33]([N:35]([CH3:37])[CH3:36])=[O:34]. No catalyst specified. The product is [CH3:36][N:35]([CH3:37])[C:33]([CH2:32][N:3]1[C:2](=[O:1])[C@H:6]([NH:7][C:8]([C:10]2[C:14]([CH3:15])=[C:13](/[CH:16]=[C:17]3\[C:18](=[O:27])[NH:19][C:20]4[C:25]\3=[CH:24][C:23]([F:26])=[CH:22][CH:21]=4)[NH:12][C:11]=2[CH3:28])=[O:9])[CH2:5][O:4]1)=[O:34]. The yield is 0.136. (8) The reactants are [C:1]([O:5][C:6]([N:8]([CH:10]1[CH2:14][CH2:13][NH:12][CH2:11]1)[CH3:9])=[O:7])([CH3:4])([CH3:3])[CH3:2].Cl.Cl[C:17]1[CH:22]=[CH:21][N:20]=[CH:19][CH:18]=1.CCN(C(C)C)C(C)C. The catalyst is CC(O)C.C([O-])(O)=O.[Na+]. The product is [CH3:9][N:8]([CH:10]1[CH2:14][CH2:13][N:12]([C:17]2[CH:22]=[CH:21][N:20]=[CH:19][CH:18]=2)[CH2:11]1)[C:6](=[O:7])[O:5][C:1]([CH3:4])([CH3:2])[CH3:3]. The yield is 0.610.